Dataset: Forward reaction prediction with 1.9M reactions from USPTO patents (1976-2016). Task: Predict the product of the given reaction. (1) The product is: [NH2:1][C:2]1[O:6][N:5]=[C:4]([C:7]2[CH:8]=[CH:9][C:10]([O:13][C:14]([F:15])([F:16])[F:17])=[CH:11][CH:12]=2)[C:3]=1[C:18]([N:46]1[CH2:45][CH2:44][N:43]([C:49]2[CH:50]=[CH:51][C:52]([OH:55])=[CH:53][CH:54]=2)[CH2:48][CH2:47]1)=[O:19]. Given the reactants [NH2:1][C:2]1[O:6][N:5]=[C:4]([C:7]2[CH:12]=[CH:11][C:10]([O:13][C:14]([F:17])([F:16])[F:15])=[CH:9][CH:8]=2)[C:3]=1[C:18](O)=[O:19].Cl.C(N=C=NCCCN(C)C)C.OC1C2N=NNC=2C=CC=1.[N:43]1([C:49]2[CH:54]=[CH:53][C:52]([OH:55])=[CH:51][CH:50]=2)[CH2:48][CH2:47][NH:46][CH2:45][CH2:44]1, predict the reaction product. (2) Given the reactants [C:1]([NH:4][C:5]1[N:9]([C:10]2[CH:15]=[C:14]([S:16][CH2:17][C:18]([F:21])([F:20])[F:19])[C:13]([CH3:22])=[CH:12][C:11]=2[F:23])[N:8]=[C:7]([O:24][C:25]([F:30])([F:29])[CH:26]([F:28])[F:27])[CH:6]=1)(=[O:3])[CH3:2].ClC1C=CC=C(C(OO)=[O:39])C=1, predict the reaction product. The product is: [C:1]([NH:4][C:5]1[N:9]([C:10]2[CH:15]=[C:14]([S:16]([CH2:17][C:18]([F:19])([F:21])[F:20])=[O:39])[C:13]([CH3:22])=[CH:12][C:11]=2[F:23])[N:8]=[C:7]([O:24][C:25]([F:30])([F:29])[CH:26]([F:27])[F:28])[CH:6]=1)(=[O:3])[CH3:2]. (3) The product is: [Cl:45][C:46]1[CH:47]=[CH:48][C:49]2[N:50]([N:52]=[C:53]([C:65]3[CH:70]=[CH:69][CH:68]=[CH:67][CH:66]=3)[C:54]=2[CH2:55][C:56]2[N:61]=[C:60]([C:62]([NH2:6])=[O:63])[CH:59]=[CH:58][CH:57]=2)[CH:51]=1. Given the reactants [Cl-].[NH4+].C([N:6](C(C)C)CC)(C)C.C[NH3+].F[P-](F)(F)(F)(F)F.N1(OC(N(C)C)=[N+](C)C)C2N=CC=CC=2N=N1.F[P-](F)(F)(F)(F)F.[Cl:45][C:46]1[CH:47]=[CH:48][C:49]2[N:50]([N:52]=[C:53]([C:65]3[CH:70]=[CH:69][CH:68]=[CH:67][CH:66]=3)[C:54]=2[CH2:55][C:56]2[N:61]=[C:60]([C:62](O)=[O:63])[CH:59]=[CH:58][CH:57]=2)[CH:51]=1, predict the reaction product. (4) Given the reactants [C:1]([O:5][C:6]([N:8]1[CH2:13][CH2:12][N:11]([C:14]2[CH:19]=[CH:18][C:17]([O:20][CH2:21][C:22]([OH:37])([CH3:36])[CH2:23][CH2:24]OS(C3C=CC(C)=CC=3)(=O)=O)=[CH:16][CH:15]=2)[CH2:10][CH2:9]1)=[O:7])([CH3:4])([CH3:3])[CH3:2].[Cl:38][C:39]1[NH:40][CH:41]=[C:42]([N+:44]([O-:46])=[O:45])[N:43]=1.C(=O)([O-])O.[Na+].CN(C)C=O, predict the reaction product. The product is: [C:1]([O:5][C:6]([N:8]1[CH2:9][CH2:10][N:11]([C:14]2[CH:19]=[CH:18][C:17]([O:20][CH2:21][C:22]([OH:37])([CH3:36])[CH2:23][CH2:24][N:40]3[CH:41]=[C:42]([N+:44]([O-:46])=[O:45])[N:43]=[C:39]3[Cl:38])=[CH:16][CH:15]=2)[CH2:12][CH2:13]1)=[O:7])([CH3:2])([CH3:4])[CH3:3]. (5) Given the reactants Br[C:2]1[CH:3]=[N:4][CH:5]=[C:6]2[C:11]=1[N:10]=[C:9]([C:12]([NH2:14])=[O:13])[CH:8]=[CH:7]2.[O:15]1[CH2:20][CH2:19][N:18]([C:21]2[CH:22]=[C:23](B(O)O)[CH:24]=[CH:25][CH:26]=2)[CH2:17][CH2:16]1.C(=O)([O-])[O-].[Cs+].[Cs+], predict the reaction product. The product is: [O:15]1[CH2:20][CH2:19][N:18]([C:21]2[CH:26]=[C:25]([C:2]3[CH:3]=[N:4][CH:5]=[C:6]4[C:11]=3[N:10]=[C:9]([C:12]([NH2:14])=[O:13])[CH:8]=[CH:7]4)[CH:24]=[CH:23][CH:22]=2)[CH2:17][CH2:16]1. (6) Given the reactants [C:1]([C@@H:3]([NH:5][C:6](=[O:12])OC(C)(C)C)[CH3:4])#[N:2].[C:13](Cl)(=O)[CH2:14][CH2:15][CH2:16][CH2:17][CH2:18][CH2:19][CH2:20]/[CH:21]=[CH:22]\[CH2:23][CH2:24][CH2:25][CH2:26][CH2:27][CH2:28][CH2:29]C, predict the reaction product. The product is: [C:1]([C@@H:3]([NH:5][C:6](=[O:12])[CH2:13][CH2:14][CH2:15][CH2:16][CH2:17][CH2:18][CH2:19]/[CH:20]=[CH:21]\[CH2:22][CH2:23][CH2:24][CH2:25][CH2:26][CH2:27][CH2:28][CH3:29])[CH3:4])#[N:2].